Dataset: Acute oral toxicity (LD50) regression data from Zhu et al.. Task: Regression/Classification. Given a drug SMILES string, predict its toxicity properties. Task type varies by dataset: regression for continuous values (e.g., LD50, hERG inhibition percentage) or binary classification for toxic/non-toxic outcomes (e.g., AMES mutagenicity, cardiotoxicity, hepatotoxicity). Dataset: ld50_zhu. The compound is CCCC=CC=O. The rat oral LD50 is 2.10, given as -log10 of the dose in mol/kg body weight (higher means more acutely toxic).